From a dataset of Reaction yield outcomes from USPTO patents with 853,638 reactions. Predict the reaction yield, written as a fraction of the theoretical maximum amount of product (1.0 means a 100% yield; for example, 0.34 means a 34% yield). The reactants are C(OCC)(=O)C.[N+:7]([C:10]1[CH:20]=[CH:19][CH:18]=[CH:17][C:11]=1[O:12][CH2:13][CH2:14][C:15]#[N:16])([O-])=O.[H][H]. The catalyst is [Pd]. The product is [NH2:7][C:10]1[CH:20]=[CH:19][CH:18]=[CH:17][C:11]=1[O:12][CH2:13][CH2:14][C:15]#[N:16]. The yield is 0.980.